This data is from Full USPTO retrosynthesis dataset with 1.9M reactions from patents (1976-2016). The task is: Predict the reactants needed to synthesize the given product. (1) Given the product [CH2:49]([NH:56][C:33]([C:32]1[S:31][C:30]([N:36]2[CH2:40][CH2:39][N:38]([CH2:41][C:42]3[CH:43]=[N:44][CH:45]=[CH:46][CH:47]=3)[C:37]2=[O:48])=[N:29][C:28]=1[CH3:27])=[O:35])[C:50]1[CH:55]=[CH:54][CH:53]=[CH:52][CH:51]=1, predict the reactants needed to synthesize it. The reactants are: ClC1C=CC2SC=C(CN3CCN(C4SC(C(O)=O)=C(C)N=4)C3=O)C=2C=1.[CH3:27][C:28]1[N:29]=[C:30]([N:36]2[CH2:40][CH2:39][N:38]([CH2:41][C:42]3[CH:43]=[N:44][CH:45]=[CH:46][CH:47]=3)[C:37]2=[O:48])[S:31][C:32]=1[C:33]([OH:35])=O.[CH2:49]([NH2:56])[C:50]1[CH:55]=[CH:54][CH:53]=[CH:52][CH:51]=1. (2) Given the product [CH:17]1([C:2]2[CH:16]=[CH:15][C:5]3[NH:6][C:7]([CH:9]4[CH2:14][CH2:13][NH:12][CH2:11][CH2:10]4)=[N:8][C:4]=3[CH:3]=2)[CH2:19][CH2:18]1, predict the reactants needed to synthesize it. The reactants are: Br[C:2]1[CH:16]=[CH:15][C:5]2[NH:6][C:7]([CH:9]3[CH2:14][CH2:13][NH:12][CH2:11][CH2:10]3)=[N:8][C:4]=2[CH:3]=1.[CH:17]1(B(O)O)[CH2:19][CH2:18]1.[O-]P([O-])([O-])=O.[K+].[K+].[K+].C1(P(C2CCCCC2)C2CCCCC2)CCCCC1.